This data is from Reaction yield outcomes from USPTO patents with 853,638 reactions. The task is: Predict the reaction yield, written as a fraction of the theoretical maximum amount of product (1.0 means a 100% yield; for example, 0.34 means a 34% yield). (1) The reactants are [C:1]([O:5][C:6](=[O:16])[NH:7][C:8]1[CH:9]=[N:10][C:11]([Cl:15])=[CH:12][C:13]=1[I:14])([CH3:4])([CH3:3])[CH3:2].[H-].[Na+].I[CH3:20]. The catalyst is CN(C=O)C. The product is [C:1]([O:5][C:6](=[O:16])[N:7]([C:8]1[CH:9]=[N:10][C:11]([Cl:15])=[CH:12][C:13]=1[I:14])[CH3:20])([CH3:4])([CH3:2])[CH3:3]. The yield is 1.00. (2) The reactants are [CH2:1](N)[CH2:2]N.[C-]#[C-].[Li+].[Li+].Br[CH2:10][CH2:11][CH2:12][CH2:13][CH2:14][CH2:15][CH2:16][O:17][C:18]1[CH:19]=[C:20]([C:24]([NH2:26])=[O:25])[CH:21]=[CH:22][CH:23]=1. The catalyst is CS(C)=O.Cl. The product is [CH2:16]([O:17][C:18]1[CH:19]=[C:20]([C:24]([NH2:26])=[O:25])[CH:21]=[CH:22][CH:23]=1)[CH2:15][CH2:14][CH2:13][CH2:12][CH2:11][CH2:10][C:1]#[CH:2]. The yield is 0.130. (3) The reactants are [CH3:1][N:2]1[CH:6]=[CH:5][N:4]=[CH:3]1.[Li]CCCC.[C:12]([N:19]1[CH2:24][CH2:23][N:22]([C:25]2[CH:30]=[CH:29][CH:28]=[CH:27][C:26]=2[CH:31]=[O:32])[CH2:21][CH2:20]1)([O:14][C:15]([CH3:18])([CH3:17])[CH3:16])=[O:13].[NH4+].[Cl-]. The catalyst is C1COCC1.CCCCCC.[Cl-].[Na+].O. The product is [C:12]([N:19]1[CH2:20][CH2:21][N:22]([C:25]2[CH:30]=[CH:29][CH:28]=[CH:27][C:26]=2[CH:31]([OH:32])[C:3]2[N:2]([CH3:1])[CH:6]=[CH:5][N:4]=2)[CH2:23][CH2:24]1)([O:14][C:15]([CH3:18])([CH3:17])[CH3:16])=[O:13]. The yield is 0.790. (4) The reactants are [CH3:1][N:2]1[CH2:7][CH2:6][N:5]([C:8]([C:10]2[CH:11]=[C:12]3[C:16](=[CH:17][CH:18]=2)[NH:15][CH:14]=[CH:13]3)=[O:9])[CH2:4][CH2:3]1.[C:19]([O:23][C:24](O[C:24]([O:23][C:19]([CH3:22])([CH3:21])[CH3:20])=[O:25])=[O:25])([CH3:22])([CH3:21])[CH3:20].O. The catalyst is C(#N)C.CN(C1C=CN=CC=1)C. The product is [CH3:1][N:2]1[CH2:3][CH2:4][N:5]([C:8]([C:10]2[CH:11]=[C:12]3[C:16](=[CH:17][CH:18]=2)[N:15]([C:24]([O:23][C:19]([CH3:22])([CH3:21])[CH3:20])=[O:25])[CH:14]=[CH:13]3)=[O:9])[CH2:6][CH2:7]1. The yield is 0.960. (5) The reactants are [NH2:1][C:2]1[CH:3]=[C:4]([N:8]([CH2:16][C:17]2[CH:22]=[CH:21][CH:20]=[C:19]([O:23][C:24]([F:29])([F:28])[CH:25]([F:27])[F:26])[CH:18]=2)[CH2:9][CH:10]([OH:15])[C:11]([F:14])([F:13])[F:12])[CH:5]=[CH:6][CH:7]=1.C(N(CC)CC)C.[F:37][C:38]1[CH:46]=[CH:45][C:41]([C:42](Cl)=[O:43])=[CH:40][CH:39]=1. The catalyst is ClCCl. The yield is 0.230. The product is [F:37][C:38]1[CH:46]=[CH:45][C:41]([C:42]([NH:1][C:2]2[CH:7]=[CH:6][CH:5]=[C:4]([N:8]([CH2:16][C:17]3[CH:22]=[CH:21][CH:20]=[C:19]([O:23][C:24]([F:28])([F:29])[CH:25]([F:26])[F:27])[CH:18]=3)[CH2:9][CH:10]([OH:15])[C:11]([F:14])([F:13])[F:12])[CH:3]=2)=[O:43])=[CH:40][CH:39]=1.